Predict the reactants needed to synthesize the given product. From a dataset of Full USPTO retrosynthesis dataset with 1.9M reactions from patents (1976-2016). Given the product [NH2:25][C:20]1[N:21]=[C:22]([NH:1][C:2]2[CH:16]=[CH:15][C:5]([O:6][C:7]3[CH:12]=[CH:11][N:10]=[C:9]([C:13]#[N:14])[CH:8]=3)=[CH:4][CH:3]=2)[CH:23]=[C:18]([Cl:17])[N:19]=1, predict the reactants needed to synthesize it. The reactants are: [NH2:1][C:2]1[CH:16]=[CH:15][C:5]([O:6][C:7]2[CH:12]=[CH:11][N:10]=[C:9]([C:13]#[N:14])[CH:8]=2)=[CH:4][CH:3]=1.[Cl:17][C:18]1[CH:23]=[C:22](Cl)[N:21]=[C:20]([NH2:25])[N:19]=1.O.